Dataset: Reaction yield outcomes from USPTO patents with 853,638 reactions. Task: Predict the reaction yield, written as a fraction of the theoretical maximum amount of product (1.0 means a 100% yield; for example, 0.34 means a 34% yield). (1) The reactants are CS(O[CH2:6][CH:7]([NH:9][C:10]([O:12][CH2:13][C:14]1[CH:19]=[CH:18][CH:17]=[CH:16][CH:15]=1)=[O:11])[CH3:8])(=O)=O.C(O)(=O)C[SH:22].[O-:25][CH2:26][CH3:27].[Na+]. The catalyst is C(O)C. The product is [CH2:13]([O:12][C:10]([NH:9][CH:7]([CH3:8])[CH2:6][CH2:27][C:26]([OH:25])=[S:22])=[O:11])[C:14]1[CH:15]=[CH:16][CH:17]=[CH:18][CH:19]=1. The yield is 0.920. (2) The reactants are [Cl:1][C:2]1[N:3]=[CH:4][N:5]([C:7]2[C:12]([O:13][CH3:14])=[CH:11][C:10]([N+:15]([O-])=O)=[CH:9][C:8]=2[F:18])[CH:6]=1.[Cl-].[NH4+]. The catalyst is [Zn].CO. The product is [Cl:1][C:2]1[N:3]=[CH:4][N:5]([C:7]2[C:12]([O:13][CH3:14])=[CH:11][C:10]([NH2:15])=[CH:9][C:8]=2[F:18])[CH:6]=1. The yield is 0.380. (3) The reactants are [Br:1][C:2]1[CH:10]=[C:9](/[CH:11]=[CH:12]/[CH:13]([C:18]2[CH:23]=[C:22]([Cl:24])[C:21]([F:25])=[C:20]([Cl:26])[CH:19]=2)[C:14]([F:17])([F:16])[F:15])[CH:8]=[CH:7][C:3]=1[C:4](O)=[O:5].[NH2:27][CH2:28][C:29]([NH:31][CH2:32][C:33]([F:36])([F:35])[F:34])=[O:30].F[P-](F)(F)(F)(F)F.N1(O[P+](N2CCCC2)(N2CCCC2)N2CCCC2)C2C=CC=CC=2N=N1.CCN(C(C)C)C(C)C. The catalyst is C(Cl)Cl.O. The product is [Br:1][C:2]1[CH:10]=[C:9](/[CH:11]=[CH:12]/[CH:13]([C:18]2[CH:19]=[C:20]([Cl:26])[C:21]([F:25])=[C:22]([Cl:24])[CH:23]=2)[C:14]([F:17])([F:16])[F:15])[CH:8]=[CH:7][C:3]=1[C:4]([NH:27][CH2:28][C:29](=[O:30])[NH:31][CH2:32][C:33]([F:36])([F:35])[F:34])=[O:5]. The yield is 0.310.